Task: Predict the product of the given reaction.. Dataset: Forward reaction prediction with 1.9M reactions from USPTO patents (1976-2016) (1) Given the reactants [Cl:1][C:2]1[CH:10]=[C:9]2[C:5]([C:6]([C:12]3[N:13]=[C:14]4[C:20]([C:21]([OH:23])=O)=[CH:19][N:18]([CH2:24][O:25][CH2:26][CH2:27][Si:28]([CH3:31])([CH3:30])[CH3:29])[C:15]4=[N:16][CH:17]=3)=[N:7][N:8]2[CH3:11])=[CH:4][CH:3]=1.FC(F)(F)C(O)=O.[NH2:39][C@H:40]([CH3:45])[CH2:41][CH2:42][C:43]#[N:44].CN(C(ON1N=NC2C=CC=CC1=2)=[N+](C)C)C.F[P-](F)(F)(F)(F)F.C1C=CC2N(O)N=NC=2C=1.CCN(C(C)C)C(C)C, predict the reaction product. The product is: [C:43]([CH2:42][CH2:41][C@H:40]([NH:39][C:21]([C:20]1[C:14]2[C:15](=[N:16][CH:17]=[C:12]([C:6]3[C:5]4[C:9](=[CH:10][C:2]([Cl:1])=[CH:3][CH:4]=4)[N:8]([CH3:11])[N:7]=3)[N:13]=2)[N:18]([CH2:24][O:25][CH2:26][CH2:27][Si:28]([CH3:30])([CH3:29])[CH3:31])[CH:19]=1)=[O:23])[CH3:45])#[N:44]. (2) Given the reactants C(OC([NH:11][C:12]([C:15]1[CH:19]=[C:18]([C:20]([O:22][CH3:23])=[O:21])[S:17][N:16]=1)([CH3:14])[CH3:13])=O)C1C=CC=CC=1.C(O)(C(F)(F)F)=O, predict the reaction product. The product is: [NH2:11][C:12]([C:15]1[CH:19]=[C:18]([C:20]([O:22][CH3:23])=[O:21])[S:17][N:16]=1)([CH3:14])[CH3:13]. (3) The product is: [Br:1][C:2]1[CH:11]=[C:6]2[C:5](=[CH:4][CH:3]=1)[NH:12][C:13](=[O:21])[C:14]([C:15]1[CH:20]=[CH:19][CH:18]=[CH:17][CH:16]=1)=[C:7]2[OH:9]. Given the reactants [Br:1][C:2]1[CH:3]=[CH:4][C:5]([NH:12][C:13](=[O:21])[CH2:14][C:15]2[CH:20]=[CH:19][CH:18]=[CH:17][CH:16]=2)=[C:6]([CH:11]=1)[C:7]([O:9]C)=O.C[Si]([N-][Si](C)(C)C)(C)C.[Li+].CCCCCC, predict the reaction product. (4) The product is: [N:22]1[CH:27]=[CH:26][C:25]([O:1][CH2:2][CH2:3][N:4]([CH2:17][C:18]([F:19])([F:20])[F:21])[C:5]2[CH:12]=[CH:11][C:8]([C:9]#[N:10])=[C:7]([C:13]([F:15])([F:16])[F:14])[CH:6]=2)=[CH:24][CH:23]=1. Given the reactants [OH:1][CH2:2][CH2:3][N:4]([CH2:17][C:18]([F:21])([F:20])[F:19])[C:5]1[CH:12]=[CH:11][C:8]([C:9]#[N:10])=[C:7]([C:13]([F:16])([F:15])[F:14])[CH:6]=1.[N:22]1[CH:27]=[CH:26][C:25](=O)[CH2:24][CH:23]=1, predict the reaction product. (5) Given the reactants COC1C=C(OC)C=CC=1[C:11]1[CH:16]=[CH:15][CH:14]=[C:13]([O:17][C:18]2[CH:31]=[CH:30][C:21]([CH:22]=[C:23]3[S:27][C:26](=[O:28])[NH:25][C:24]3=[O:29])=[CH:20][CH:19]=2)[CH:12]=1.[CH3:42][O:46][C:47]1[CH:60]=[CH:59][C:50](C2C=CC=[C:42]([O:46][C:47]3[CH:60]=[CH:59][C:50](C=C4SC(=O)NC4=O)=[CH:49][CH:48]=3)C=2)=[CH:49][CH:48]=1.C(N(CC)CC)C.[CH:68]([O-])=[O:69].[NH4+], predict the reaction product. The product is: [CH3:68][O:69][C:49]1[CH:50]=[C:59]([C:11]2[CH:16]=[CH:15][CH:14]=[C:13]([O:17][C:18]3[CH:31]=[CH:30][C:21]([CH2:22][CH:23]4[S:27][C:26](=[O:28])[NH:25][C:24]4=[O:29])=[CH:20][CH:19]=3)[CH:12]=2)[CH:60]=[C:47]([O:46][CH3:42])[CH:48]=1. (6) Given the reactants Br[C:2]1[CH:7]=[CH:6][C:5]([CH:8]([O:13][CH:14]([CH2:21][CH:22]([CH3:24])[CH3:23])[C:15]([NH:17][CH2:18][C:19]#[N:20])=[O:16])[C:9](F)(F)F)=[CH:4][CH:3]=1.C[N:26]([CH:28]=O)C, predict the reaction product. The product is: [C:19]([CH2:18][NH:17][C:15](=[O:16])[C@@H:14]([O:13][C@@H:8]([C:9]1[CH:6]=[CH:7][C:2]([C:28]#[N:26])=[CH:3][CH:4]=1)[C:5]1[CH:6]=[CH:7][CH:2]=[CH:3][CH:4]=1)[CH2:21][CH:22]([CH3:24])[CH3:23])#[N:20]. (7) Given the reactants [F:1][C:2]1[CH:25]=[CH:24][CH:23]=[CH:22][C:3]=1[CH2:4][N:5]1[CH:9]=[C:8]([CH:10]=[O:11])[N:7]=[C:6]1[C:12]1[CH:17]=[CH:16][C:15]([S:18]([NH2:21])(=[O:20])=[O:19])=[CH:14][CH:13]=1.[Mn]([O-])(=O)(=O)=[O:27].[K+].S([O-])([O-])(=O)=S.[Na+].[Na+], predict the reaction product. The product is: [NH2:21][S:18]([C:15]1[CH:14]=[CH:13][C:12]([C:6]2[N:5]([CH2:4][C:3]3[CH:22]=[CH:23][CH:24]=[CH:25][C:2]=3[F:1])[CH:9]=[C:8]([C:10]([OH:27])=[O:11])[N:7]=2)=[CH:17][CH:16]=1)(=[O:20])=[O:19].